The task is: Predict the reactants needed to synthesize the given product.. This data is from Full USPTO retrosynthesis dataset with 1.9M reactions from patents (1976-2016). Given the product [CH2:15]([O:14][C:7]1[CH:8]=[C:9]2[C:4](=[CH:5][CH:6]=1)[N:3]=[C:2]([NH:19][CH2:17][CH3:18])[C:11]([CH:12]=[O:13])=[CH:10]2)[CH3:16], predict the reactants needed to synthesize it. The reactants are: Cl[C:2]1[C:11]([CH:12]=[O:13])=[CH:10][C:9]2[C:4](=[CH:5][CH:6]=[C:7]([O:14][CH2:15][CH3:16])[CH:8]=2)[N:3]=1.[CH2:17]([NH2:19])[CH3:18].